Dataset: Reaction yield outcomes from USPTO patents with 853,638 reactions. Task: Predict the reaction yield, written as a fraction of the theoretical maximum amount of product (1.0 means a 100% yield; for example, 0.34 means a 34% yield). (1) The reactants are Br[C:2]1[C:3]([C:11]2[CH:16]=[CH:15][C:14]([F:17])=[CH:13][CH:12]=2)=[N:4][N:5]2[CH:10]=[CH:9][CH:8]=[N:7][C:6]=12.CC1(C)C(C)(C)OB([C:26]2[CH:31]=[CH:30][N:29]=[C:28]([NH:32][C:33](=[O:35])[CH3:34])[CH:27]=2)O1.C(=O)([O-])[O-].[Na+].[Na+]. The catalyst is O1CCOCC1.C1CCC(P(C2CCCCC2)C2CCCCC2)CC1.C1CCC(P(C2CCCCC2)C2CCCCC2)CC1.[Cl-].[Cl-].[Pd+2]. The product is [F:17][C:14]1[CH:15]=[CH:16][C:11]([C:3]2[C:2]([C:26]3[CH:31]=[CH:30][N:29]=[C:28]([NH:32][C:33](=[O:35])[CH3:34])[CH:27]=3)=[C:6]3[N:7]=[CH:8][CH:9]=[CH:10][N:5]3[N:4]=2)=[CH:12][CH:13]=1. The yield is 0.170. (2) The reactants are Cl.[NH2:2][C:3]1[CH:4]=[C:5]([CH2:11][CH2:12][NH:13]C(=O)C)[CH:6]=[CH:7][C:8]=1[O:9][CH3:10].Cl. No catalyst specified. The product is [NH2:13][CH2:12][CH2:11][C:5]1[CH:6]=[CH:7][C:8]([O:9][CH3:10])=[C:3]([NH2:2])[CH:4]=1. The yield is 0.940. (3) The reactants are [CH3:1][C:2]([C@@H:4]1[C@@:8]2([CH3:23])[CH2:9][CH2:10][C@@H:11]3[C@@:16]4([CH3:22])[CH2:17][CH2:18][C@H:19]([OH:21])[CH2:20][C:15]4=[CH:14][CH2:13][C@H:12]3[C@@H:7]2[CH2:6][CH2:5]1)=[O:3].N1C=CN=C1.[C:29]([Si:33](Cl)([CH3:35])[CH3:34])([CH3:32])([CH3:31])[CH3:30]. The catalyst is CN(C)C=O. The product is [CH3:30][C:29]([Si:33]([CH3:35])([CH3:34])[O:21][C@@H:19]1[CH2:20][C:15]2[C@@:16]([CH3:22])([C@@H:11]3[C@@H:12]([CH2:13][CH:14]=2)[C@H:7]2[C@@:8]([CH3:23])([C@@H:4]([C:2](=[O:3])[CH3:1])[CH2:5][CH2:6]2)[CH2:9][CH2:10]3)[CH2:17][CH2:18]1)([CH3:32])[CH3:31]. The yield is 0.980. (4) The reactants are Br[C:2]1[CH:3]=[C:4]([C:9]2[N:10]=[N:11][N:12]([CH:14]([CH3:16])[CH3:15])[CH:13]=2)[C:5]([NH2:8])=[N:6][CH:7]=1.[F:17][C:18]1[CH:30]=[C:29](B2OC(C)(C)C(C)(C)O2)[CH:28]=[CH:27][C:19]=1[CH2:20][N:21]1[CH2:26][CH2:25][O:24][CH2:23][CH2:22]1.O.C([O-])([O-])=O.[Cs+].[Cs+]. The catalyst is O1CCOCC1.CCOC(C)=O.C1C=CC([P]([Pd]([P](C2C=CC=CC=2)(C2C=CC=CC=2)C2C=CC=CC=2)([P](C2C=CC=CC=2)(C2C=CC=CC=2)C2C=CC=CC=2)[P](C2C=CC=CC=2)(C2C=CC=CC=2)C2C=CC=CC=2)(C2C=CC=CC=2)C2C=CC=CC=2)=CC=1. The product is [F:17][C:18]1[CH:30]=[C:29]([C:2]2[CH:3]=[C:4]([C:9]3[N:10]=[N:11][N:12]([CH:14]([CH3:16])[CH3:15])[CH:13]=3)[C:5]([NH2:8])=[N:6][CH:7]=2)[CH:28]=[CH:27][C:19]=1[CH2:20][N:21]1[CH2:22][CH2:23][O:24][CH2:25][CH2:26]1. The yield is 0.357.